Dataset: Acute oral toxicity (LD50) regression data from Zhu et al.. Task: Regression/Classification. Given a drug SMILES string, predict its toxicity properties. Task type varies by dataset: regression for continuous values (e.g., LD50, hERG inhibition percentage) or binary classification for toxic/non-toxic outcomes (e.g., AMES mutagenicity, cardiotoxicity, hepatotoxicity). Dataset: ld50_zhu. (1) The compound is COP(=S)(OC(C)C)SCN1C(=O)c2ccccc2C1=O. The rat oral LD50 is 3.84, given as -log10 of the dose in mol/kg body weight (higher means more acutely toxic). (2) The compound is CC1(NC(N)=O)CCCCC1. The rat oral LD50 is 2.18, given as -log10 of the dose in mol/kg body weight (higher means more acutely toxic). (3) The drug is O=C(Cl)OCc1ccccc1. The rat oral LD50 is 1.75, given as -log10 of the dose in mol/kg body weight (higher means more acutely toxic). (4) The molecule is CC1=C(C(=O)Nc2ccccc2)S(=O)(=O)CCO1. The rat oral LD50 is 2.13, given as -log10 of the dose in mol/kg body weight (higher means more acutely toxic). (5) The rat oral LD50 is 2.91, given as -log10 of the dose in mol/kg body weight (higher means more acutely toxic). The drug is OCC#CCO. (6) The molecule is CCOP(=S)(CC)SCOc1ccc(Cl)cc1Cl. The rat oral LD50 is 3.49, given as -log10 of the dose in mol/kg body weight (higher means more acutely toxic).